Dataset: Full USPTO retrosynthesis dataset with 1.9M reactions from patents (1976-2016). Task: Predict the reactants needed to synthesize the given product. (1) Given the product [Cl:1][C:2]1[C:14]2[C:13]3[C:8](=[CH:9][CH:10]=[C:11]4[CH:18]=[C:17]([OH:19])[CH:16]=[CH:15][C:12]4=3)[NH:7][C:6]=2[C:5]([CH2:21][CH3:22])=[CH:4][N:3]=1, predict the reactants needed to synthesize it. The reactants are: [Cl:1][C:2]1[C:14]2[C:13]3[C:8](=[CH:9][CH:10]=[C:11]4[CH:18]=[C:17]([O:19]C)[CH:16]=[CH:15][C:12]4=3)[NH:7][C:6]=2[C:5]([CH2:21][CH3:22])=[CH:4][N:3]=1.Cl. (2) The reactants are: [CH3:1][C:2]1[CH:8]=[CH:7][CH:6]=[C:5]([N+:9]([O-:11])=[O:10])[C:3]=1[NH2:4].[Br:12][C:13]1[CH:17]=[C:16]([C:18](O)=[O:19])[N:15]([C:21]2[C:26]([Cl:27])=[CH:25][CH:24]=[CH:23][N:22]=2)[N:14]=1.N1C=CC=C(C)C=1.CS(Cl)(=O)=O. Given the product [Br:12][C:13]1[CH:17]=[C:16]([C:18]([NH:4][C:3]2[C:5]([N+:9]([O-:11])=[O:10])=[CH:6][CH:7]=[CH:8][C:2]=2[CH3:1])=[O:19])[N:15]([C:21]2[C:26]([Cl:27])=[CH:25][CH:24]=[CH:23][N:22]=2)[N:14]=1, predict the reactants needed to synthesize it. (3) Given the product [NH2:5][CH:9]([C:10]([CH3:18])([C:12]1[CH:17]=[CH:16][CH:15]=[CH:14][CH:13]=1)[CH3:11])[CH2:19][N:20]1[C:28](=[O:29])[C:27]2[C:22](=[CH:23][CH:24]=[CH:25][CH:26]=2)[C:21]1=[O:30], predict the reactants needed to synthesize it. The reactants are: CC([N:5]([CH:9]([CH2:19][N:20]1[C:28](=[O:29])[C:27]2[C:22](=[CH:23][CH:24]=[CH:25][CH:26]=2)[C:21]1=[O:30])[C:10]([CH3:18])([C:12]1[CH:17]=[CH:16][CH:15]=[CH:14][CH:13]=1)[CH3:11])C(=O)[O-])(C)C.Cl.